This data is from Full USPTO retrosynthesis dataset with 1.9M reactions from patents (1976-2016). The task is: Predict the reactants needed to synthesize the given product. (1) Given the product [F:17][C:13]1[CH:12]=[C:11]2[C:16]([C:8]([C:5]3[CH:4]=[CH:3][C:2](=[O:29])[NH:7][CH:6]=3)=[CH:9][N:10]2[S:18]([C:21]2[CH:26]=[CH:25][CH:24]=[CH:23][CH:22]=2)(=[O:20])=[O:19])=[CH:15][CH:14]=1, predict the reactants needed to synthesize it. The reactants are: Br[C:2]1[N:7]=[CH:6][C:5]([C:8]2[C:16]3[C:11](=[CH:12][C:13]([F:17])=[CH:14][CH:15]=3)[N:10]([S:18]([C:21]3[CH:26]=[CH:25][CH:24]=[CH:23][CH:22]=3)(=[O:20])=[O:19])[CH:9]=2)=[CH:4][CH:3]=1.Br.C([O-])([O-])=[O:29].[Na+].[Na+]. (2) Given the product [Br:29][C:26]1[CH:27]=[CH:28][C:23]([C:20]2[CH:19]=[CH:18][C:17](/[C:15](/[CH3:16])=[CH:14]/[CH2:13][O:12][C:8]3[CH:7]=[C:6]([CH2:5][C:4]([OH:30])=[O:3])[CH:11]=[CH:10][CH:9]=3)=[CH:22][CH:21]=2)=[CH:24][CH:25]=1, predict the reactants needed to synthesize it. The reactants are: C([O:3][C:4](=[O:30])[CH2:5][C:6]1[CH:11]=[CH:10][CH:9]=[C:8]([O:12][CH2:13]/[CH:14]=[C:15](/[C:17]2[CH:22]=[CH:21][C:20]([C:23]3[CH:28]=[CH:27][C:26]([Br:29])=[CH:25][CH:24]=3)=[CH:19][CH:18]=2)\[CH3:16])[CH:7]=1)C.C(O)C. (3) Given the product [Cl:14][C:12]1[CH:11]=[CH:10][C:9]([CH3:15])=[C:8]([C:6]2[N:5]=[C:4]([CH3:16])[N:3]=[C:2]([NH:22][C:21]3[CH:23]=[CH:24][C:18]([Cl:17])=[CH:19][CH:20]=3)[CH:7]=2)[CH:13]=1, predict the reactants needed to synthesize it. The reactants are: Cl[C:2]1[CH:7]=[C:6]([C:8]2[CH:13]=[C:12]([Cl:14])[CH:11]=[CH:10][C:9]=2[CH3:15])[N:5]=[C:4]([CH3:16])[N:3]=1.[Cl:17][C:18]1[CH:24]=[CH:23][C:21]([NH2:22])=[CH:20][CH:19]=1. (4) Given the product [Cl:21][C:22]1[CH:27]=[C:26]([N:10]2[CH:11]=[C:7]([C:1]3[CH:2]=[CH:3][CH:4]=[CH:5][CH:6]=3)[C:8]([C:12]#[N:13])=[CH:9]2)[CH:25]=[CH:24][N:23]=1, predict the reactants needed to synthesize it. The reactants are: [C:1]1([C:7]2[C:8]([C:12]#[N:13])=[CH:9][NH:10][CH:11]=2)[CH:6]=[CH:5][CH:4]=[CH:3][CH:2]=1.[I-].C(=O)([O-])[O-].[Cs+].[Cs+].[Cl:21][C:22]1[CH:27]=[C:26](I)[CH:25]=[CH:24][N:23]=1.